This data is from Forward reaction prediction with 1.9M reactions from USPTO patents (1976-2016). The task is: Predict the product of the given reaction. (1) The product is: [CH3:1][O:2][C:3](=[O:31])[CH:4]([C:17]1[CH:22]=[C:21]([C:23]([F:26])([F:25])[F:24])[CH:20]=[C:19]([C:27]([F:30])([F:29])[F:28])[CH:18]=1)[N:5]1[C:14]2[C:9](=[CH:10][C:52]([Cl:54])=[C:12]([Cl:51])[CH:13]=2)[NH:8][CH:7]([CH2:15][CH3:16])[CH2:6]1. Given the reactants [CH3:1][O:2][C:3](=[O:31])[CH:4]([C:17]1[CH:22]=[C:21]([C:23]([F:26])([F:25])[F:24])[CH:20]=[C:19]([C:27]([F:30])([F:29])[F:28])[CH:18]=1)[N:5]1[C:14]2[C:9](=[CH:10]C=[CH:12][CH:13]=2)[NH:8][CH:7]([CH2:15][CH3:16])[CH2:6]1.C(C1C=NC2C(=CC=CC=2)N=1)C.C1C(=O)N([Cl:51])C(=O)C1.[CH2:52]([Cl:54])Cl, predict the reaction product. (2) Given the reactants [NH2:1][CH2:2][C:3]([NH:5][CH:6]([C:10]1[CH:15]=[CH:14][C:13]([C:16]2[CH:21]=[CH:20][CH:19]=[CH:18][CH:17]=2)=[CH:12][CH:11]=1)[CH2:7][C:8]#[N:9])=[O:4].[N:22]1[CH:27]=[CH:26][CH:25]=[CH:24][C:23]=1[NH:28][CH2:29][CH2:30][CH2:31][CH2:32][C:33](O)=[O:34].C(N(CC)C1C=CN=CC=1)C.C1(N=C=N)CCCCC1, predict the reaction product. The product is: [C:13]1([C:16]2[CH:21]=[CH:20][CH:19]=[CH:18][CH:17]=2)[CH:12]=[CH:11][C:10]([CH:6]([NH:5][C:3](=[O:4])[CH2:2][NH:1][C:33](=[O:34])[CH2:32][CH2:31][CH2:30][CH2:29][NH:28][C:23]2[CH:24]=[CH:25][CH:26]=[CH:27][N:22]=2)[CH2:7][C:8]#[N:9])=[CH:15][CH:14]=1. (3) The product is: [C:1]([SiH2:5][O:6][C:7]([CH3:16])([CH3:15])[C:8]1([CH:13]=[O:14])[CH2:9][CH2:10][CH2:11][CH2:12]1)([CH3:4])([CH3:3])[CH3:2]. Given the reactants [C:1]([SiH2:5][O:6][C:7]([CH3:16])([CH3:15])[C:8]1([CH2:13][OH:14])[CH2:12][CH2:11][CH2:10][CH2:9]1)([CH3:4])([CH3:3])[CH3:2].CC(OI1(OC(C)=O)(OC(C)=O)OC(=O)C2C=CC=CC1=2)=O, predict the reaction product. (4) Given the reactants [CH:1]1([C:7]2[O:8][C:9]([CH3:15])=[C:10]([C:12](O)=[O:13])[N:11]=2)[CH2:6][CH2:5][CH2:4][CH2:3][CH2:2]1.C(Cl)(=O)C([Cl:19])=O, predict the reaction product. The product is: [CH:1]1([C:7]2[O:8][C:9]([CH3:15])=[C:10]([C:12]([Cl:19])=[O:13])[N:11]=2)[CH2:6][CH2:5][CH2:4][CH2:3][CH2:2]1. (5) Given the reactants C([O:8][C:9]1[C:10](=[O:28])[N:11]([CH3:27])[CH:12]=[C:13]([C:15]2[N:20]=[C:19]([C:21]3[CH:26]=[CH:25][CH:24]=[CH:23][CH:22]=3)[CH:18]=[CH:17][N:16]=2)[CH:14]=1)C1C=CC=CC=1.C(S)C.B(F)(F)F.CCOCC, predict the reaction product. The product is: [OH:8][C:9]1[C:10](=[O:28])[N:11]([CH3:27])[CH:12]=[C:13]([C:15]2[N:20]=[C:19]([C:21]3[CH:22]=[CH:23][CH:24]=[CH:25][CH:26]=3)[CH:18]=[CH:17][N:16]=2)[CH:14]=1. (6) The product is: [ClH:32].[CH3:22][O:21][C:17]1[CH:16]=[C:15]([C:2]2([F:29])[CH2:7][CH2:6][NH:5][CH2:4][CH2:3]2)[CH:20]=[CH:19][CH:18]=1. Given the reactants O[C:2]1([C:15]2[CH:20]=[CH:19][CH:18]=[C:17]([O:21][CH3:22])[CH:16]=2)[CH2:7][CH2:6][N:5](C(OC(C)(C)C)=O)[CH2:4][CH2:3]1.C(N(S(F)(F)[F:29])CC)C.[ClH:32], predict the reaction product. (7) The product is: [C:33]([O-:34])(=[O:32])[CH2:35][CH2:36][C:1]([O-:3])=[O:4].[NH4+:43].[NH4+:53]. Given the reactants [C:1](=[O:4])([O-:3])[O-].[Mg+2].P(O)(O)([O-])=O.[K+].P(O)([O-])([O-])=O.[K+].[K+].O.O.O.O.O.O.O.S([O-])([O-])(=O)=O.[Mg+2].[OH:32][C:33]([CH2:35][CH2:36]CC[C@H]1[C@@H]2[C@@H]([NH:43]C(N2)=O)CS1)=[O:34].CC1[N+:53](CC2C=NC(C)=NC=2N)=CSC=1CCO.[Cl-], predict the reaction product. (8) Given the reactants [F:1][C:2]1[CH:28]=[CH:27][C:5]([CH2:6][NH:7][C:8]([C:10]2[C:15]([O:16][CH2:17][C:18]3[CH:23]=[CH:22][CH:21]=[CH:20][CH:19]=3)=[C:14]([O:24][CH3:25])[CH:13]=[C:12](Br)[N:11]=2)=[O:9])=[CH:4][CH:3]=1.C([O-])([O-])=O.[Cs+].[Cs+].C1C=CC(P(C2C(C3C(P(C4C=CC=CC=4)C4C=CC=CC=4)=CC=C4C=3C=CC=C4)=C3C(C=CC=C3)=CC=2)C2C=CC=CC=2)=CC=1.[NH:81]1[CH2:86][CH2:85][CH2:84][CH2:83][CH2:82]1, predict the reaction product. The product is: [F:1][C:2]1[CH:28]=[CH:27][C:5]([CH2:6][NH:7][C:8]([C:10]2[N:11]=[C:12]([N:81]3[CH2:86][CH2:85][CH2:84][CH2:83][CH2:82]3)[CH:13]=[C:14]([O:24][CH3:25])[C:15]=2[O:16][CH2:17][C:18]2[CH:23]=[CH:22][CH:21]=[CH:20][CH:19]=2)=[O:9])=[CH:4][CH:3]=1.